Dataset: Full USPTO retrosynthesis dataset with 1.9M reactions from patents (1976-2016). Task: Predict the reactants needed to synthesize the given product. (1) Given the product [F:29][C:30]([F:41])([F:40])[C:31]1[CH:36]=[CH:35][C:34]([C:9]2[CH2:13][CH2:12][CH2:11][C:10]=2[C:14]([O:16][CH3:17])=[O:15])=[CH:33][CH:32]=1, predict the reactants needed to synthesize it. The reactants are: FC(F)(C(F)(F)F)C(F)(F)C(F)(F)S(O[C:9]1[CH2:13][CH2:12][CH2:11][C:10]=1[C:14]([O:16][CH3:17])=[O:15])(=O)=O.[Cl-].[Li+].[F:29][C:30]([F:41])([F:40])[C:31]1[CH:36]=[CH:35][C:34](B(O)O)=[CH:33][CH:32]=1.C(=O)([O-])[O-].[Na+].[Na+].C.Cl. (2) Given the product [C:12]1([CH3:19])[CH:13]=[C:14]([CH3:18])[CH:15]=[C:16]([CH3:17])[C:11]=1[C:10]1[C:5]2[C:4](=[O:21])[N:3]([CH3:22])[C:2]([NH:1][C:36](=[O:25])[N:38]([CH3:41])[CH3:39])=[N:7][C:6]=2[N:8]([CH3:20])[CH:9]=1, predict the reactants needed to synthesize it. The reactants are: [NH2:1][C:2]1[N:3]([CH3:22])[C:4](=[O:21])[C:5]2[C:10]([C:11]3[C:16]([CH3:17])=[CH:15][C:14]([CH3:18])=[CH:13][C:12]=3[CH3:19])=[CH:9][N:8]([CH3:20])[C:6]=2[N:7]=1.ClC(OC1C=CC([N+]([O-])=O)=CC=1)=[O:25].[CH2:36]([N:38]([CH2:41]C)[CH2:39]C)C.CNC. (3) Given the product [C:12]([O-:11])(=[O:33])[CH3:13].[NH4+:6].[CH2:36]([NH:37][CH2:38][CH3:39])[CH3:35].[F:19][C:14]1[CH:15]=[CH:16][CH:17]=[CH:18][C:13]=1[C@H:12]1[O:11][C:10](=[O:20])[NH:9][C@@H:8]1[C:4]1[CH:5]=[N:6][CH:7]=[C:2]([C:30]#[C:29][C:23]2[CH:24]=[CH:25][CH:26]=[CH:27][CH:22]=2)[CH:3]=1, predict the reactants needed to synthesize it. The reactants are: Br[C:2]1[CH:3]=[C:4]([C@@H:8]2[C@@H:12]([C:13]3[CH:18]=[CH:17][CH:16]=[CH:15][C:14]=3[F:19])[O:11][C:10](=[O:20])[NH:9]2)[CH:5]=[N:6][CH:7]=1.F[C:22]1[CH:27]=[CH:26][C:25](F)=[CH:24][C:23]=1[C@H:29]1[O:33]C(=O)N[C@@H:30]1[C:35]1[CH:36]=[N:37][CH:38]=[C:39](C#C)C=1.FC1C=CC=CC=1C=O.C(C1C=CC=CC=1)#C.C1(P(C2C=CC=CC=2)C2C=CC=CC=2)C=CC=CC=1. (4) Given the product [Cl:1][C:2]1[CH:3]=[CH:4][C:5]2[N:11]3[C:12]([C:15]([F:18])([F:17])[F:16])=[N:13][N:14]=[C:10]3[C@@H:9]([CH2:19][C:20]([OH:21])=[O:47])[O:8][C@H:7]([C:33]3[CH:38]=[CH:37][CH:36]=[C:35]([O:39][CH3:40])[C:34]=3[Cl:41])[C:6]=2[CH:42]=1, predict the reactants needed to synthesize it. The reactants are: [Cl:1][C:2]1[CH:3]=[CH:4][C:5]2[N:11]3[C:12]([C:15]([F:18])([F:17])[F:16])=[N:13][N:14]=[C:10]3[C@@H:9]([CH2:19][C:20](N[C@@H](CC(C)C)C(OCC)=O)=[O:21])[O:8][C@H:7]([C:33]3[CH:38]=[CH:37][CH:36]=[C:35]([O:39][CH3:40])[C:34]=3[Cl:41])[C:6]=2[CH:42]=1.O.Cl.C(OCC)(=[O:47])C. (5) Given the product [CH2:8]([NH:15][C:16]([C:18]1[S:22][C:21]([NH:23][C:3](=[O:4])[C:2]([CH3:7])([CH3:6])[CH3:1])=[N:20][C:19]=1[CH3:24])=[O:17])[C:9]1[CH:14]=[CH:13][CH:12]=[CH:11][CH:10]=1, predict the reactants needed to synthesize it. The reactants are: [CH3:1][C:2]([CH3:7])([CH3:6])[C:3](Cl)=[O:4].[CH2:8]([NH:15][C:16]([C:18]1[S:22][C:21]([NH2:23])=[N:20][C:19]=1[CH3:24])=[O:17])[C:9]1[CH:14]=[CH:13][CH:12]=[CH:11][CH:10]=1. (6) Given the product [Cl:1][C:2]1[CH:3]=[C:4]([C:5]([NH:27][CH:28]2[CH2:33][CH2:32][N:31]([CH3:34])[CH2:30][CH2:29]2)=[O:7])[CH:8]=[CH:9][C:10]=1[C:11]([NH:12][C:13]1[CH:18]=[CH:17][C:16]([Cl:19])=[C:15]([C:20]2[CH:25]=[CH:24][CH:23]=[CH:22][N:21]=2)[CH:14]=1)=[O:26], predict the reactants needed to synthesize it. The reactants are: [Cl:1][C:2]1[CH:3]=[C:4]([CH:8]=[CH:9][C:10]=1[C:11](=[O:26])[NH:12][C:13]1[CH:18]=[CH:17][C:16]([Cl:19])=[C:15]([C:20]2[CH:25]=[CH:24][CH:23]=[CH:22][N:21]=2)[CH:14]=1)[C:5]([OH:7])=O.[NH2:27][CH:28]1[CH2:33][CH2:32][N:31]([CH3:34])[CH2:30][CH2:29]1. (7) Given the product [Cl:47][C:44]1[CH:45]=[CH:46][C:41]([CH2:40][CH2:39][C:28]2[CH:29]=[C:30]([OH:31])[C:25](=[O:24])[NH:26][N:27]=2)=[CH:42][CH:43]=1, predict the reactants needed to synthesize it. The reactants are: OC1C(=O)NN=C(CCC2C=CC=CC=2)C=1.C([O:24][C:25]1[N:26]=[N:27][C:28]([C:39]#[C:40][C:41]2[CH:46]=[CH:45][C:44]([Cl:47])=[CH:43][CH:42]=2)=[CH:29][C:30]=1[O:31]CC1C=CC=CC=1)C1C=CC=CC=1. (8) Given the product [F:1][C:2]1[CH:7]=[C:6]([F:8])[CH:5]=[CH:4][C:3]=1[C:9]1[CH:14]=[C:13]([N:15]2[C:19]3[CH:20]=[CH:21][C:22]([C:24]4[CH:25]=[N:26][N:27]([CH3:29])[CH:28]=4)=[CH:23][C:18]=3[N:17]=[CH:16]2)[CH:12]=[C:11]([NH:30][S:37]([CH:34]2[CH2:36][CH2:35]2)(=[O:39])=[O:38])[CH:10]=1, predict the reactants needed to synthesize it. The reactants are: [F:1][C:2]1[CH:7]=[C:6]([F:8])[CH:5]=[CH:4][C:3]=1[C:9]1[CH:14]=[C:13]([N:15]2[C:19]3[CH:20]=[CH:21][C:22]([C:24]4[CH:25]=[N:26][N:27]([CH3:29])[CH:28]=4)=[CH:23][C:18]=3[N:17]=[CH:16]2)[CH:12]=[C:11]([NH:30]C(=O)C)[CH:10]=1.[CH:34]1([S:37](Cl)(=[O:39])=[O:38])[CH2:36][CH2:35]1. (9) Given the product [CH:1](=[C:11]1[CH:10]2[C:15]([CH3:20])([CH3:21])[CH:16]3[CH2:19][C:9]2([CH2:18][CH2:17]3)[C:8]([CH3:22])([CH3:7])[CH2:13][CH2:12]1)[CH3:2], predict the reactants needed to synthesize it. The reactants are: [CH3:1][C:2](C)([O-])C.[K+].[CH3:7][C:8]1([CH3:22])[CH2:13][CH2:12][C:11](=O)[CH:10]2[C:15]([CH3:21])([CH3:20])[CH:16]3[CH2:19][C:9]12[CH2:18][CH2:17]3. (10) Given the product [CH3:12][N:4]([CH2:3][CH:2]=[O:1])[C:5](=[O:11])[O:6][C:7]([CH3:10])([CH3:8])[CH3:9], predict the reactants needed to synthesize it. The reactants are: [OH:1][CH2:2][CH2:3][N:4]([CH3:12])[C:5](=[O:11])[O:6][C:7]([CH3:10])([CH3:9])[CH3:8].CC(OI1(OC(C)=O)(OC(C)=O)OC(=O)C2C=CC=CC1=2)=O.C([O-])(O)=O.[Na+].[O-]S([O-])(=S)=O.[Na+].[Na+].